Dataset: Catalyst prediction with 721,799 reactions and 888 catalyst types from USPTO. Task: Predict which catalyst facilitates the given reaction. (1) Reactant: [CH3:1][C:2]([CH3:28])([CH3:27])[C:3]#[C:4][C:5]1[S:9][C:8]([C:10]([O:12]C)=[O:11])=[C:7]([N:14]([CH:24]([CH3:26])[CH3:25])[C:15]([C@H:17]2[CH2:22][CH2:21][C:20]([CH3:23])=[CH:19][CH2:18]2)=[O:16])[CH:6]=1.O.[OH-].[Li+].Cl. Product: [CH3:1][C:2]([CH3:27])([CH3:28])[C:3]#[C:4][C:5]1[S:9][C:8]([C:10]([OH:12])=[O:11])=[C:7]([N:14]([CH:24]([CH3:25])[CH3:26])[C:15]([C@H:17]2[CH2:22][CH2:21][C:20]([CH3:23])=[CH:19][CH2:18]2)=[O:16])[CH:6]=1. The catalyst class is: 36. (2) Reactant: C1C=CC(P(C2C(C3C(P(C4C=CC=CC=4)C4C=CC=CC=4)=CC=C4C=3C=CC=C4)=C3C(C=CC=C3)=CC=2)C2C=CC=CC=2)=CC=1.Br[C:48]1[CH:49]=[CH:50][C:51]2[C:57]3[S:58][C:59]([C:61]([N:63]([C:65]4[CH:70]=[CH:69][CH:68]=[CH:67][C:66]=4[Cl:71])[CH3:64])=[O:62])=[CH:60][C:56]=3[CH2:55][CH2:54][O:53][C:52]=2[CH:72]=1.[C:73](=[NH:86])([C:80]1[CH:85]=[CH:84][CH:83]=[CH:82][CH:81]=1)[C:74]1[CH:79]=[CH:78][CH:77]=[CH:76][CH:75]=1.CC([O-])(C)C.[Na+]. Product: [Cl:71][C:66]1[CH:67]=[CH:68][CH:69]=[CH:70][C:65]=1[N:63]([CH3:64])[C:61]([C:59]1[S:58][C:57]2[C:51]3[CH:50]=[CH:49][C:48]([N:86]=[C:73]([C:74]4[CH:79]=[CH:78][CH:77]=[CH:76][CH:75]=4)[C:80]4[CH:85]=[CH:84][CH:83]=[CH:82][CH:81]=4)=[CH:72][C:52]=3[O:53][CH2:54][CH2:55][C:56]=2[CH:60]=1)=[O:62]. The catalyst class is: 187. (3) Reactant: [Cl:1][C:2]1[CH:3]=[C:4]([CH:8]=[C:9]([Cl:12])[C:10]=1[OH:11])[C:5](O)=[O:6].B.C1COCC1. Product: [Cl:1][C:2]1[CH:3]=[C:4]([CH2:5][OH:6])[CH:8]=[C:9]([Cl:12])[C:10]=1[OH:11]. The catalyst class is: 1. (4) Reactant: [S:1]([CH2:11][CH2:12][O:13][C:14](=[O:17])[CH:15]=[CH2:16])([C:4]1[CH:10]=[CH:9][C:7]([CH3:8])=[CH:6][CH:5]=1)(=[O:3])=[O:2].[OH:18][CH2:19][CH2:20][O:21][C:22](=[O:25])[CH:23]=[CH2:24].[CH3:26][O:27][C:28](=[O:32])[C:29]([CH3:31])=[CH2:30].[CH2:33]([O:37][C:38](=[O:42])[C:39]([CH3:41])=[CH2:40])[CH:34]1[O:36][CH2:35]1. Product: [S:1]([CH2:11][CH2:12][O:13][C:14](=[O:17])[CH:15]=[CH2:16])([C:4]1[CH:5]=[CH:6][C:7]([CH3:8])=[CH:9][CH:10]=1)(=[O:3])=[O:2].[OH:18][CH2:19][CH2:20][O:21][C:22](=[O:25])[CH:23]=[CH2:24].[CH3:26][O:27][C:28](=[O:32])[C:29]([CH3:31])=[CH2:30].[CH2:33]([O:37][C:38](=[O:42])[C:39]([CH3:41])=[CH2:40])[CH:34]1[O:36][CH2:35]1. The catalyst class is: 7. (5) Reactant: [CH3:1][O:2][CH2:3][C:4]([C@H:8]1[C@@H:12]2[C@@H:13]3[C@@:26]([CH3:29])([CH2:27][CH2:28][C@@:11]2([NH:44][CH2:45][CH2:46][N:47]2[CH2:52][CH2:51][S:50](=[O:54])(=[O:53])[CH2:49][CH2:48]2)[CH2:10][CH2:9]1)[C@@:25]1([CH3:30])[C@@H:16]([C@:17]2([CH3:43])[C@@H:22]([CH2:23][CH2:24]1)[C:21]([CH3:32])([CH3:31])[C:20]([C:33]1[CH:42]=[CH:41][C:36]([C:37]([O:39]C)=[O:38])=[CH:35][CH:34]=1)=[CH:19][CH2:18]2)[CH2:15][CH2:14]3)([O:6][CH3:7])[CH3:5].O.[OH-].[Li+].CO.C1COCC1. Product: [CH3:1][O:2][CH2:3][C:4]([C@H:8]1[C@@H:12]2[C@@H:13]3[C@@:26]([CH3:29])([CH2:27][CH2:28][C@@:11]2([NH:44][CH2:45][CH2:46][N:47]2[CH2:48][CH2:49][S:50](=[O:53])(=[O:54])[CH2:51][CH2:52]2)[CH2:10][CH2:9]1)[C@@:25]1([CH3:30])[C@@H:16]([C@:17]2([CH3:43])[C@@H:22]([CH2:23][CH2:24]1)[C:21]([CH3:32])([CH3:31])[C:20]([C:33]1[CH:42]=[CH:41][C:36]([C:37]([OH:39])=[O:38])=[CH:35][CH:34]=1)=[CH:19][CH2:18]2)[CH2:15][CH2:14]3)([O:6][CH3:7])[CH3:5]. The catalyst class is: 6. (6) Reactant: [OH-].[Li+].C([O:5][C:6]([CH:8]1[CH2:13][N:12]([CH3:14])[C:11]2[CH:15]=[C:16]([Cl:21])[C:17]([O:19][CH3:20])=[CH:18][C:10]=2[O:9]1)=[O:7])C. Product: [Cl:21][C:16]1[C:17]([O:19][CH3:20])=[CH:18][C:10]2[O:9][CH:8]([C:6]([OH:7])=[O:5])[CH2:13][N:12]([CH3:14])[C:11]=2[CH:15]=1. The catalyst class is: 20. (7) The catalyst class is: 7. Reactant: CN(C)C(N(C)C)=N.[CH3:9][O:10][C:11](=[O:40])[CH:12](P(OC)(OC)=O)[NH:13][C:14](=[O:33])[C:15]1[CH:20]=[CH:19][C:18]([C:21](=[O:31])[CH2:22][CH2:23][C:24]2[CH:29]=[CH:28][CH:27]=[C:26]([OH:30])[CH:25]=2)=[CH:17][C:16]=1[Cl:32].[CH3:41][C:42]1[S:43][C:44]([CH:48]=O)=[C:45]([CH3:47])[N:46]=1. Product: [CH3:9][O:10][C:11](=[O:40])/[C:12](/[NH:13][C:14](=[O:33])[C:15]1[CH:20]=[CH:19][C:18]([C:21](=[O:31])[CH2:22][CH2:23][C:24]2[CH:29]=[CH:28][CH:27]=[C:26]([OH:30])[CH:25]=2)=[CH:17][C:16]=1[Cl:32])=[CH:48]/[C:44]1[S:43][C:42]([CH3:41])=[N:46][C:45]=1[CH3:47]. (8) Reactant: [NH2:1][C:2]([C:22]1[CH:29]=[CH:28][C:25]([C:26]#[N:27])=[C:24](F)[CH:23]=1)([C:16]1[N:17]([CH3:21])[CH:18]=[N:19][CH:20]=1)[CH2:3][CH2:4][CH2:5][NH:6][CH2:7][CH2:8][C:9]1[CH:14]=[CH:13][CH:12]=[C:11]([OH:15])[CH:10]=1.C([O-])([O-])=O.[Cs+].[Cs+]. Product: [NH2:1][C:2]1([C:16]2[N:17]([CH3:21])[CH:18]=[N:19][CH:20]=2)[C:22]2=[CH:29][C:28](=[C:25]([C:26]#[N:27])[CH:24]=[CH:23]2)[O:15][C:11]2[CH:10]=[C:9]([CH:14]=[CH:13][CH:12]=2)[CH2:8][CH2:7][NH:6][CH2:5][CH2:4][CH2:3]1. The catalyst class is: 3. (9) Reactant: [CH2:1]([O:3][C:4](=[O:30])[C:5]([O:22][C:23]1[CH:28]=[CH:27][C:26]([CH3:29])=[CH:25][CH:24]=1)([CH3:21])[CH2:6][C:7]1[CH:12]=[CH:11][C:10]([O:13]CC2C=CC=CC=2)=[CH:9][CH:8]=1)[CH3:2]. Product: [CH2:1]([O:3][C:4](=[O:30])[C:5]([O:22][C:23]1[CH:24]=[CH:25][C:26]([CH3:29])=[CH:27][CH:28]=1)([CH3:21])[CH2:6][C:7]1[CH:12]=[CH:11][C:10]([OH:13])=[CH:9][CH:8]=1)[CH3:2]. The catalyst class is: 78. (10) Reactant: [NH2:1][CH2:2][CH2:3][N:4]([CH3:23])[CH2:5][C@H:6]1[O:10][C@@H:9]([N:11]2[C:20]3[N:19]=[CH:18][N:17]=[C:15]([NH2:16])[C:14]=3[N:13]=[CH:12]2)[C@H:8]([OH:21])[C@@H:7]1[OH:22].[N:24]1([C:29](N)=[NH:30])C=CC=N1.CCN(C(C)C)C(C)C. Product: [NH:1]([CH2:2][CH2:3][N:4]([CH3:23])[CH2:5][C@H:6]1[O:10][C@@H:9]([N:11]2[C:20]3[N:19]=[CH:18][N:17]=[C:15]([NH2:16])[C:14]=3[N:13]=[CH:12]2)[C@H:8]([OH:21])[C@@H:7]1[OH:22])[C:29]([NH2:30])=[NH:24]. The catalyst class is: 3.